Predict the reactants needed to synthesize the given product. From a dataset of Full USPTO retrosynthesis dataset with 1.9M reactions from patents (1976-2016). (1) Given the product [NH2:20][C:19]1[N:10]([C:4]2[C:5]([F:9])=[CH:6][CH:7]=[CH:8][C:3]=2[Cl:2])[N:11]=[CH:15][C:16]=1[C:17]#[N:18], predict the reactants needed to synthesize it. The reactants are: Cl.[Cl:2][C:3]1[CH:8]=[CH:7][CH:6]=[C:5]([F:9])[C:4]=1[NH:10][NH2:11].C(O[CH:15]=[C:16]([C:19]#[N:20])[C:17]#[N:18])C. (2) The reactants are: Br[CH2:2][C:3]1[CH:4]=[C:5]([CH:8]=[C:9]([F:11])[CH:10]=1)[C:6]#[N:7].C([O-])([O-])=O.[Na+].[Na+].[N:18]1[CH:23]=[CH:22][CH:21]=[CH:20][C:19]=1[C:24]1[O:25][C:26]2[CH2:31][CH2:30][NH:29][CH2:28][C:27]=2[N:32]=1. Given the product [F:11][C:9]1[CH:8]=[C:5]([CH:4]=[C:3]([CH2:2][N:29]2[CH2:30][CH2:31][C:26]3[O:25][C:24]([C:19]4[CH:20]=[CH:21][CH:22]=[CH:23][N:18]=4)=[N:32][C:27]=3[CH2:28]2)[CH:10]=1)[C:6]#[N:7], predict the reactants needed to synthesize it. (3) Given the product [CH:10]1[CH:11]=[CH:12][C:49]([C:48]([OH:63])=[O:62])=[C:8]([C:7]2[C:6]3[CH:5]=[CH:4][C:3]([OH:145])=[CH:2][C:1]=3[O:14][C:15]3[C:93]=2[CH:92]=[CH:91][C:31]([CH:16]=3)=[O:32])[CH:9]=1, predict the reactants needed to synthesize it. The reactants are: [C:1]([O:14][CH2:15][C@H:16]([CH2:31][O:32]P(OCCN)(O)=O)OC(=O)CCCCCCCCCCC)(=O)[CH2:2][CH2:3][CH2:4][CH2:5][CH2:6][CH2:7][CH2:8][CH2:9][CH2:10][CH2:11][CH3:12].CP(CCP(C)C)C.[C:48]([O:63]C[C@H](COP(OCCN)(O)=O)OC(=O)CCCCCCCCCCCCC)(=[O:62])[CH2:49]CCCCCCCCCCCC.[C:91](OC[C@H](COP(OCCN)(O)=O)OC(=O)CCCCCCCCCCCCCCC)(=O)[CH2:92][CH2:93]CCCCCCCCCCCCC.CCN(CC[O:145]C1C=CC(CC2C=CC=CC=2)=CC=1)CC.Cl.C(OC[C@H](COP(OCCN)(O)=O)OC(=O)CCCCCCCCCCCCCCCCC)(=O)CCCCCCCCCCCCCCCCC.CCCCCCCCCCCCCCCCCC(OCC(OC(CCCCCCCCCCCCCCCCC)=O)COP(OCCN)(O)=O)=O. (4) Given the product [NH2:1][C@@H:4]1[CH2:28][CH2:27][C@@:26]2([CH3:29])[C@@H:6]([CH2:7][CH2:8][C@@H:9]3[C@@H:25]2[CH2:24][CH2:23][C@@:22]2([CH3:30])[C@H:10]3[CH2:11][CH2:12][C@@H:13]2[C@H:14]([CH3:21])[CH2:15][CH2:16][CH2:17][CH:18]([CH3:20])[CH3:19])[CH2:5]1, predict the reactants needed to synthesize it. The reactants are: [N:1]([C@@H:4]1[CH2:28][CH2:27][C@@:26]2([CH3:29])[C@@H:6]([CH2:7][CH2:8][C@@H:9]3[C@@H:25]2[CH2:24][CH2:23][C@@:22]2([CH3:30])[C@H:10]3[CH2:11][CH2:12][C@@H:13]2[C@H:14]([CH3:21])[CH2:15][CH2:16][CH2:17][CH:18]([CH3:20])[CH3:19])[CH2:5]1)=[N+]=[N-].[H-].[H-].[H-].[H-].[Li+].[Al+3].[NH4+].[Cl-].